Dataset: TCR-epitope binding with 47,182 pairs between 192 epitopes and 23,139 TCRs. Task: Binary Classification. Given a T-cell receptor sequence (or CDR3 region) and an epitope sequence, predict whether binding occurs between them. (1) The epitope is LLFNKVTLA. The TCR CDR3 sequence is CASSAGTSLDEQYF. Result: 1 (the TCR binds to the epitope). (2) The epitope is SQASSRSSSR. The TCR CDR3 sequence is CASSFFPDTQYF. Result: 1 (the TCR binds to the epitope). (3) The epitope is FLYALALLL. The TCR CDR3 sequence is CASSPRTSGGYQETQYF. Result: 0 (the TCR does not bind to the epitope). (4) The epitope is SLYNTVATL. The TCR CDR3 sequence is CASSTPGEGGEQFF. Result: 1 (the TCR binds to the epitope). (5) The epitope is LPPAYTNSF. The TCR CDR3 sequence is CSAASDGPDTQYF. Result: 0 (the TCR does not bind to the epitope).